From a dataset of Reaction yield outcomes from USPTO patents with 853,638 reactions. Predict the reaction yield, written as a fraction of the theoretical maximum amount of product (1.0 means a 100% yield; for example, 0.34 means a 34% yield). (1) The reactants are C(O[B:5]1[O:9][C:8]([CH3:11])([CH3:10])[C:7]([CH3:13])([CH3:12])[O:6]1)(C)C.C([Li])CCC.[F:19][C:20]1[CH:21]=[C:22]([CH:27]([O:29][Si:30]([CH:37]([CH3:39])[CH3:38])([CH:34]([CH3:36])[CH3:35])[CH:31]([CH3:33])[CH3:32])[CH3:28])[CH:23]=[C:24]([F:26])[CH:25]=1. No catalyst specified. The product is [F:26][C:24]1[CH:23]=[C:22]([CH:27]([O:29][Si:30]([CH:31]([CH3:33])[CH3:32])([CH:37]([CH3:39])[CH3:38])[CH:34]([CH3:35])[CH3:36])[CH3:28])[CH:21]=[C:20]([F:19])[C:25]=1[B:5]1[O:6][C:7]([CH3:12])([CH3:13])[C:8]([CH3:10])([CH3:11])[O:9]1. The yield is 0.890. (2) The reactants are [CH3:1][C:2]1[C:3]([CH2:21]O)=[N:4][CH:5]=[CH:6][C:7]=1[O:8][CH2:9][C:10]1([CH3:20])[O:19][CH2:18][C:13]2([O:17][CH2:16][CH2:15][O:14]2)[CH2:12][O:11]1.C(N(CC)CC)C.CS(Cl)(=O)=O.C(=O)([O-])O.[Na+].[SH:40][C:41]1[NH:42][C:43]2[CH:49]=[CH:48][CH:47]=[CH:46][C:44]=2[N:45]=1.[OH-].[Na+]. The catalyst is C(OCC)(=O)C.C1COCC1. The product is [CH3:1][C:2]1[C:3]([CH2:21][S:40][C:41]2[NH:45][C:44]3[CH:46]=[CH:47][CH:48]=[CH:49][C:43]=3[N:42]=2)=[N:4][CH:5]=[CH:6][C:7]=1[O:8][CH2:9][C:10]1([CH3:20])[O:19][CH2:18][C:13]2([O:17][CH2:16][CH2:15][O:14]2)[CH2:12][O:11]1. The yield is 0.850. (3) The reactants are [NH:1]1[C:9]2[C:4](=[CH:5][CH:6]=[CH:7][C:8]=2[C:10]([OH:12])=O)[CH:3]=[CH:2]1.CCN(CC)CC.CCN=C=NCCCN(C)C.[Cl:31][C:32]1[CH:45]=[CH:44][C:35]([CH2:36][N:37]2[CH2:42][CH2:41][CH:40]([NH2:43])[CH2:39][CH2:38]2)=[CH:34][C:33]=1[O:46][CH2:47][CH3:48]. The catalyst is CN(C=O)C. The product is [Cl:31][C:32]1[CH:45]=[CH:44][C:35]([CH2:36][N:37]2[CH2:42][CH2:41][CH:40]([NH:43][C:10]([C:8]3[CH:7]=[CH:6][CH:5]=[C:4]4[C:9]=3[NH:1][CH:2]=[CH:3]4)=[O:12])[CH2:39][CH2:38]2)=[CH:34][C:33]=1[O:46][CH2:47][CH3:48]. The yield is 0.290. (4) The reactants are [CH2:1]1[C:10]2[C:5](=[CH:6][CH:7]=[CH:8][CH:9]=2)[CH2:4][CH2:3][N:2]1[CH2:11][CH:12]([OH:35])[CH2:13][NH:14][C:15]([C:17]1[CH:18]=[C:19]([CH:23]2[CH2:27][CH2:26][CH2:25][N:24]2C(OC(C)(C)C)=O)[CH:20]=[CH:21][CH:22]=1)=[O:16].Cl. The catalyst is CC(=O)OCC. The product is [CH2:1]1[C:10]2[C:5](=[CH:6][CH:7]=[CH:8][CH:9]=2)[CH2:4][CH2:3][N:2]1[CH2:11][CH:12]([OH:35])[CH2:13][NH:14][C:15](=[O:16])[C:17]1[CH:22]=[CH:21][CH:20]=[C:19]([CH:23]2[CH2:27][CH2:26][CH2:25][NH:24]2)[CH:18]=1. The yield is 0.520. (5) The reactants are [Cl:1][C:2]1[CH:10]=[CH:9][CH:8]=[C:7]2[C:3]=1[C:4]([C:11]([NH:13][CH2:14][CH:15]1[CH2:20][CH2:19][C:18]([F:22])([F:21])[CH2:17][CH2:16]1)=[O:12])=[CH:5][NH:6]2.[F:23][C:24]1([F:32])[CH2:28][N:27]([CH3:29])[C@H:26]([CH2:30]O)[CH2:25]1.C(C=P(CCCC)(CCCC)CCCC)#N. The catalyst is C1(C)C=CC=CC=1. The product is [Cl:1][C:2]1[CH:10]=[CH:9][CH:8]=[C:7]2[C:3]=1[C:4]([C:11]([NH:13][CH2:14][CH:15]1[CH2:20][CH2:19][C:18]([F:21])([F:22])[CH2:17][CH2:16]1)=[O:12])=[CH:5][N:6]2[CH2:30][C@@H:26]1[CH2:25][C:24]([F:32])([F:23])[CH2:28][N:27]1[CH3:29]. The yield is 0.410. (6) The reactants are [F:1][CH:2]([F:17])[CH2:3][NH:4][CH:5]1[CH2:11][CH2:10][C:9]2[CH:12]=[C:13]([NH2:16])[CH:14]=[CH:15][C:8]=2[CH2:7][CH2:6]1.Cl[C:19]1[N:24]=[C:23]([NH:25][C@@H:26]2[CH2:31][CH2:30][CH2:29][CH2:28][C@H:27]2[NH:32][S:33]([CH3:36])(=[O:35])=[O:34])[C:22]([Cl:37])=[CH:21][N:20]=1. No catalyst specified. The product is [Cl:37][C:22]1[C:23]([NH:25][C@@H:26]2[CH2:31][CH2:30][CH2:29][CH2:28][C@H:27]2[NH:32][S:33]([CH3:36])(=[O:35])=[O:34])=[N:24][C:19]([NH:16][C:13]2[CH:14]=[CH:15][C:8]3[CH2:7][CH2:6][CH:5]([NH:4][CH2:3][CH:2]([F:17])[F:1])[CH2:11][CH2:10][C:9]=3[CH:12]=2)=[N:20][CH:21]=1. The yield is 0.610. (7) The reactants are [C:1]([O:5][C:6]([N:8]1[CH2:13][CH2:12][CH:11]([CH2:14][O:15]S(C2C=CC(C)=CC=2)(=O)=O)[CH2:10][CH2:9]1)=[O:7])([CH3:4])([CH3:3])[CH3:2].O[C:27]1[CH:37]=[CH:36][C:30]([C:31]([O:33][CH2:34][CH3:35])=[O:32])=[CH:29][C:28]=1[O:38][CH3:39].C(=O)([O-])[O-].[K+].[K+]. The catalyst is CN(C=O)C. The product is [C:1]([O:5][C:6]([N:8]1[CH2:9][CH2:10][CH:11]([CH2:14][O:15][C:27]2[CH:37]=[CH:36][C:30]([C:31]([O:33][CH2:34][CH3:35])=[O:32])=[CH:29][C:28]=2[O:38][CH3:39])[CH2:12][CH2:13]1)=[O:7])([CH3:2])([CH3:3])[CH3:4]. The yield is 0.890. (8) The reactants are [CH3:1][N:2]1[CH2:23][C:8]23[CH2:9][CH2:10][CH:11]4[CH:20]([CH:7]2[CH2:6][CH2:5][CH:4]3[CH:3]1[CH3:24])[CH2:19][CH:18]=[C:17]1[C:12]4([CH3:22])[CH2:13][CH2:14][CH:15]([OH:21])[CH2:16]1.C(N(CC)CC)C.[C:32](Cl)(=[O:34])[CH3:33]. The catalyst is ClCCl. The product is [CH3:1][N:2]1[CH2:23][C:8]23[CH2:9][CH2:10][CH:11]4[CH:20]([CH:7]2[CH2:6][CH2:5][CH:4]3[CH:3]1[CH3:24])[CH2:19][CH:18]=[C:17]1[C:12]4([CH3:22])[CH2:13][CH2:14][CH:15]([O:21][C:32](=[O:34])[CH3:33])[CH2:16]1. The yield is 0.680. (9) The reactants are [CH:1]1([O:6][C:7]2[C:8]([N+:13]([O-])=O)=[N:9][CH:10]=[CH:11][CH:12]=2)[CH2:5][CH2:4][CH2:3][CH2:2]1.[Br:16]Br. The catalyst is C(O)(=O)C.[Zn]. The product is [Br:16][C:11]1[CH:12]=[C:7]([O:6][CH:1]2[CH2:5][CH2:4][CH2:3][CH2:2]2)[C:8]([NH2:13])=[N:9][CH:10]=1. The yield is 0.520.